Dataset: Reaction yield outcomes from USPTO patents with 853,638 reactions. Task: Predict the reaction yield, written as a fraction of the theoretical maximum amount of product (1.0 means a 100% yield; for example, 0.34 means a 34% yield). (1) The reactants are Br[C:2]1[C:7]([CH3:8])=[CH:6][CH:5]=[CH:4][N:3]=1.C([Mg]Cl)(C)C.[B:14](OC(C)C)([O:19]C(C)C)[O:15]C(C)C. The catalyst is C(OCC)C. The product is [CH3:8][C:7]1[C:2]([B:14]([OH:19])[OH:15])=[N:3][CH:4]=[CH:5][CH:6]=1. The yield is 0.920. (2) The reactants are [O:1]=[C:2]1[CH2:13][CH2:12][CH:11]=[CH:10][CH2:9][C@@H:8]([NH:14][C:15](=[O:17])[CH3:16])[C:7](=[O:18])[O:6][CH2:5][C@@H:4]([C:19]2[CH:24]=[CH:23][CH:22]=[CH:21][CH:20]=2)[NH:3]1. The catalyst is CO.[Pd]. The product is [O:1]=[C:2]1[CH2:13][CH2:12][CH2:11][CH2:10][CH2:9][C@@H:8]([NH:14][C:15](=[O:17])[CH3:16])[C:7](=[O:18])[O:6][CH2:5][C@@H:4]([C:19]2[CH:20]=[CH:21][CH:22]=[CH:23][CH:24]=2)[NH:3]1. The yield is 0.990. (3) The reactants are [CH3:1][O:2][C:3]1[CH:4]=[C:5]2[C:10](=[CH:11][C:12]=1[O:13][CH3:14])[N:9]=[CH:8][N:7]=[C:6]2[S:15][C:16]1[CH:17]=[C:18]([CH:20]=[CH:21][CH:22]=1)[NH2:19].[C:23]([C:25]([C:28]1[CH:32]=[C:31]([NH:33][C:34](=O)[O:35]C2C=CC=CC=2)[N:30]([C:43]2[CH:48]=[CH:47][CH:46]=[CH:45][CH:44]=2)[N:29]=1)([CH3:27])[CH3:26])#[N:24]. The catalyst is C1COCC1.CN(C1C=CN=CC=1)C. The product is [C:23]([C:25]([C:28]1[CH:32]=[C:31]([NH:33][C:34]([NH:19][C:18]2[CH:20]=[CH:21][CH:22]=[C:16]([S:15][C:6]3[C:5]4[C:10](=[CH:11][C:12]([O:13][CH3:14])=[C:3]([O:2][CH3:1])[CH:4]=4)[N:9]=[CH:8][N:7]=3)[CH:17]=2)=[O:35])[N:30]([C:43]2[CH:48]=[CH:47][CH:46]=[CH:45][CH:44]=2)[N:29]=1)([CH3:27])[CH3:26])#[N:24]. The yield is 0.400. (4) The reactants are [CH3:1][C:2]1[C:10]([C:11]2[CH:12]=[CH:13][C:14]([NH2:17])=[N:15][CH:16]=2)=[CH:9][C:5]2[N:6]=[CH:7][S:8][C:4]=2[CH:3]=1.[F:18][C:19]1[CH:27]=[CH:26][CH:25]=[C:24]([F:28])[C:20]=1[C:21](Cl)=[O:22].CCN(C(C)C)C(C)C.C([O-])(O)=O.[Na+].C(Cl)Cl. The catalyst is C(Cl)Cl. The product is [F:18][C:19]1[CH:27]=[CH:26][CH:25]=[C:24]([F:28])[C:20]=1[C:21]([NH:17][C:14]1[CH:13]=[CH:12][C:11]([C:10]2[C:2]([CH3:1])=[CH:3][C:4]3[S:8][CH:7]=[N:6][C:5]=3[CH:9]=2)=[CH:16][N:15]=1)=[O:22]. The yield is 0.776. (5) The reactants are Cl[C:2]1[N:7]=[CH:6][N:5]=[C:4]([NH2:8])[C:3]=1[C:9]1[N:13]=[C:12]([CH3:14])[O:11][N:10]=1.[NH2:15][C@H:16]([C:19]1[N:28]([C:29]2[CH:34]=[CH:33][CH:32]=[CH:31][CH:30]=2)[C:27](=[O:35])[C:26]2[C:21](=[CH:22][CH:23]=[CH:24][C:25]=2[Cl:36])[N:20]=1)[CH2:17][CH3:18].C(N(CC)C(C)C)(C)C. The yield is 0.620. The product is [NH2:8][C:4]1[N:5]=[CH:6][N:7]=[C:2]([NH:15][C@H:16]([C:19]2[N:28]([C:29]3[CH:30]=[CH:31][CH:32]=[CH:33][CH:34]=3)[C:27](=[O:35])[C:26]3[C:21](=[CH:22][CH:23]=[CH:24][C:25]=3[Cl:36])[N:20]=2)[CH2:17][CH3:18])[C:3]=1[C:9]1[N:13]=[C:12]([CH3:14])[O:11][N:10]=1. No catalyst specified. (6) The reactants are [H-].[H-].[H-].[H-].[Li+].[Al+3].C([O:9][C:10](=O)[C:11]([CH3:37])([CH3:36])[CH2:12][C:13]1[CH:18]=[CH:17][CH:16]=[C:15]([C:19](=[O:35])[C:20]2[CH:25]=[CH:24][CH:23]=[C:22]([CH2:26][C:27]([C:30](OCC)=[O:31])([CH3:29])[CH3:28])[CH:21]=2)[CH:14]=1)C.C(OCC)(=O)C.Cl. The catalyst is CC(OC)(C)C. The product is [OH:35][CH:19]([C:15]1[CH:16]=[CH:17][CH:18]=[C:13]([CH2:12][C:11]([CH3:37])([CH3:36])[CH2:10][OH:9])[CH:14]=1)[C:20]1[CH:21]=[C:22]([CH2:26][C:27]([CH3:29])([CH3:28])[CH2:30][OH:31])[CH:23]=[CH:24][CH:25]=1. The yield is 0.900.